Dataset: Forward reaction prediction with 1.9M reactions from USPTO patents (1976-2016). Task: Predict the product of the given reaction. (1) Given the reactants CN(C(ON1N=NC2C=CC=NC1=2)=[N+](C)C)C.F[P-](F)(F)(F)(F)F.[C:25]([OH:31])([C:27]([F:30])([F:29])[F:28])=[O:26].N1CCC[C@H]1C1NC2C=C(C3C=CC4C(=CC(C5N=C([C@@H]6CCCN6)NC=5)=CC=4)C=3)C=CC=2N=1.C(N(C(C)C)CC)(C)C.C[O:76][C:77]([NH:79][C@@H](C(C)C)C(O)=O)=[O:78], predict the reaction product. The product is: [C:25]([OH:31])([C:27]([F:30])([F:29])[F:28])=[O:26].[C:77](=[O:76])([O-:78])[NH2:79]. (2) Given the reactants Br[C:2]1[CH:3]=[CH:4][C:5]([F:8])=[N:6][CH:7]=1.[B:9]1([B:9]2[O:13][C:12]([CH3:15])([CH3:14])[C:11]([CH3:17])([CH3:16])[O:10]2)[O:13][C:12]([CH3:15])([CH3:14])[C:11]([CH3:17])([CH3:16])[O:10]1.CC(C1C=C(C(C)C)C(C2C=CC=CC=2P(C2CCCCC2)C2CCCCC2)=C(C(C)C)C=1)C.C(=O)([O-])[O-].[K+].[K+], predict the reaction product. The product is: [F:8][C:5]1[CH:4]=[CH:3][C:2]([B:9]2[O:13][C:12]([CH3:15])([CH3:14])[C:11]([CH3:17])([CH3:16])[O:10]2)=[CH:7][N:6]=1.